This data is from Catalyst prediction with 721,799 reactions and 888 catalyst types from USPTO. The task is: Predict which catalyst facilitates the given reaction. Reactant: [CH3:1][O:2][C:3]([C:5]1[C:14]2[CH2:13][CH2:12][CH2:11][CH2:10][C:9]=2[CH:8]=[CH:7][C:6]=1[NH2:15])=[O:4].[C:16]1([S:22](Cl)(=[O:24])=[O:23])[CH:21]=[CH:20][CH:19]=[CH:18][CH:17]=1. Product: [CH3:1][O:2][C:3]([C:5]1[C:14]2[CH2:13][CH2:12][CH2:11][CH2:10][C:9]=2[CH:8]=[CH:7][C:6]=1[NH:15][S:22]([C:16]1[CH:21]=[CH:20][CH:19]=[CH:18][CH:17]=1)(=[O:24])=[O:23])=[O:4]. The catalyst class is: 17.